This data is from Full USPTO retrosynthesis dataset with 1.9M reactions from patents (1976-2016). The task is: Predict the reactants needed to synthesize the given product. (1) Given the product [F:33][C:32]1[C:27]2[N:26]([CH:34]([CH3:37])[CH2:35][OH:36])[CH:25]=[C:24]([C:22]([C:18]3[CH:17]=[C:16]([NH:15][C:8](=[O:10])[CH2:7][N:6]4[C:2]([CH3:1])=[CH:3][C:4]([C:11]([F:14])([F:13])[F:12])=[N:5]4)[CH:21]=[N:20][CH:19]=3)=[O:23])[C:28]=2[CH:29]=[N:30][CH:31]=1, predict the reactants needed to synthesize it. The reactants are: [CH3:1][C:2]1[N:6]([CH2:7][C:8]([OH:10])=O)[N:5]=[C:4]([C:11]([F:14])([F:13])[F:12])[CH:3]=1.[NH2:15][C:16]1[CH:17]=[C:18]([C:22]([C:24]2[C:28]3[CH:29]=[N:30][CH:31]=[C:32]([F:33])[C:27]=3[N:26]([CH:34]([CH3:37])[CH2:35][OH:36])[CH:25]=2)=[O:23])[CH:19]=[N:20][CH:21]=1. (2) The reactants are: C(O)C.[CH:4]1[C:9]2[CH2:10][C@H:11]3[N:16]([CH2:17][CH:18]4[CH2:20][CH2:19]4)[CH2:15][CH2:14][C@:13]45[C@H:21]([C:23]([CH2:25][CH2:26][C@@:12]34[OH:27])=[O:24])[O:22][C:7]([C:8]=25)=[C:6]([OH:28])[CH:5]=1.Cl.C(O)(=O)CC(CC(O)=O)(C(O)=O)O. Given the product [CH:4]1[C:9]2[CH2:10][C@H:11]3[N:16]([CH2:17][CH:18]4[CH2:20][CH2:19]4)[CH2:15][CH2:14][C@:13]45[C@H:21]([C:23]([CH2:25][CH2:26][C@@:12]34[OH:27])=[O:24])[O:22][C:7]([C:8]=25)=[C:6]([OH:28])[CH:5]=1, predict the reactants needed to synthesize it.